Dataset: Forward reaction prediction with 1.9M reactions from USPTO patents (1976-2016). Task: Predict the product of the given reaction. (1) Given the reactants [ClH:1].[CH3:2][C:3]1[N:7]2[CH2:8][CH2:9][N:10]([CH:13]3[CH2:18][CH2:17][N:16](C(OC(C)(C)C)=O)[CH2:15][CH2:14]3)[C:11](=[O:12])[C:6]2=[CH:5][N:4]=1, predict the reaction product. The product is: [ClH:1].[ClH:1].[CH3:2][C:3]1[N:7]2[CH2:8][CH2:9][N:10]([CH:13]3[CH2:18][CH2:17][NH:16][CH2:15][CH2:14]3)[C:11](=[O:12])[C:6]2=[CH:5][N:4]=1. (2) Given the reactants [N+:1]([O-:4])([O-])=[O:2].[K+].FC(F)(F)C(O)=O.[NH2:13][C:14]1[CH:15]=[CH:16][C:17]([O:31][C:32]2[CH:37]=[CH:36][C:35]([S:38]([CH3:41])(=[O:40])=[O:39])=[CH:34][CH:33]=2)=[C:18]([CH:20]2[CH2:24][CH2:23][CH2:22][N:21]2[C:25](=[O:30])[C:26]([F:29])([F:28])[F:27])[CH:19]=1.C(=O)(O)[O-].[Na+], predict the reaction product. The product is: [NH2:13][C:14]1[C:15]([N+:1]([O-:4])=[O:2])=[CH:16][C:17]([O:31][C:32]2[CH:37]=[CH:36][C:35]([S:38]([CH3:41])(=[O:39])=[O:40])=[CH:34][CH:33]=2)=[C:18]([CH:20]2[CH2:24][CH2:23][CH2:22][N:21]2[C:25](=[O:30])[C:26]([F:29])([F:28])[F:27])[CH:19]=1.